Dataset: Catalyst prediction with 721,799 reactions and 888 catalyst types from USPTO. Task: Predict which catalyst facilitates the given reaction. (1) Reactant: Cl[C:2]1[CH:7]=[CH:6][C:5](/[CH:8]=[CH:9]/[C:10]([O:12][CH3:13])=[O:11])=[CH:4][C:3]=1[N+:14]([O-:16])=[O:15].[C:17]1(B(O)O)[CH:22]=[CH:21][CH:20]=[CH:19][CH:18]=1.C(=O)([O-])[O-].[Cs+].[Cs+]. Product: [N+:14]([C:3]1[CH:4]=[C:5](/[CH:8]=[CH:9]/[C:10]([O:12][CH3:13])=[O:11])[CH:6]=[CH:7][C:2]=1[C:17]1[CH:22]=[CH:21][CH:20]=[CH:19][CH:18]=1)([O-:16])=[O:15]. The catalyst class is: 12. (2) Reactant: [CH2:1]([O:3][C:4]([N:6]1[CH2:11][CH2:10][C:9](OC)([O:12]C)[CH:8]([O:16][CH2:17][CH:18]2[CH2:20][CH2:19]2)[CH2:7]1)=[O:5])[CH3:2].S(=O)(=O)(O)O. Product: [CH2:1]([O:3][C:4]([N:6]1[CH2:11][CH2:10][C:9](=[O:12])[CH:8]([O:16][CH2:17][CH:18]2[CH2:19][CH2:20]2)[CH2:7]1)=[O:5])[CH3:2]. The catalyst class is: 1. (3) Reactant: [Cl:1][C:2]1[CH:3]=[C:4]([CH:24]([CH2:30][CH:31]([CH3:33])[CH3:32])[C:25]([O:27]CC)=[O:26])[CH:5]=[C:6]([C:14]2[CH:19]=[CH:18][C:17]([C:20]([F:23])([F:22])[F:21])=[CH:16][CH:15]=2)[C:7]=1[O:8][CH2:9][C:10]([F:13])([F:12])[F:11].O.[OH-].[Li+]. Product: [Cl:1][C:2]1[CH:3]=[C:4]([CH:24]([CH2:30][CH:31]([CH3:33])[CH3:32])[C:25]([OH:27])=[O:26])[CH:5]=[C:6]([C:14]2[CH:15]=[CH:16][C:17]([C:20]([F:21])([F:22])[F:23])=[CH:18][CH:19]=2)[C:7]=1[O:8][CH2:9][C:10]([F:12])([F:13])[F:11]. The catalyst class is: 200. (4) Reactant: [O:1]([CH2:8][C:9]1[CH:14]=[CH:13][C:12]([C:15]2[NH:36][C:18]3=[N:19][C:20]([CH:23]4[CH2:28][CH2:27][N:26](C(OC(C)(C)C)=O)[CH2:25][CH2:24]4)=[CH:21][CH:22]=[C:17]3[N:16]=2)=[CH:11][CH:10]=1)[C:2]1[CH:7]=[CH:6][CH:5]=[CH:4][CH:3]=1.C(O)(C(F)(F)F)=O. Product: [O:1]([CH2:8][C:9]1[CH:10]=[CH:11][C:12]([C:15]2[NH:36][C:18]3=[N:19][C:20]([CH:23]4[CH2:28][CH2:27][NH:26][CH2:25][CH2:24]4)=[CH:21][CH:22]=[C:17]3[N:16]=2)=[CH:13][CH:14]=1)[C:2]1[CH:3]=[CH:4][CH:5]=[CH:6][CH:7]=1. The catalyst class is: 2.